From a dataset of NCI-60 drug combinations with 297,098 pairs across 59 cell lines. Regression. Given two drug SMILES strings and cell line genomic features, predict the synergy score measuring deviation from expected non-interaction effect. (1) Drug 1: CC(CN1CC(=O)NC(=O)C1)N2CC(=O)NC(=O)C2. Drug 2: CC1CCC2CC(C(=CC=CC=CC(CC(C(=O)C(C(C(=CC(C(=O)CC(OC(=O)C3CCCCN3C(=O)C(=O)C1(O2)O)C(C)CC4CCC(C(C4)OC)O)C)C)O)OC)C)C)C)OC. Cell line: OVCAR3. Synergy scores: CSS=19.0, Synergy_ZIP=-11.4, Synergy_Bliss=-8.34, Synergy_Loewe=-6.67, Synergy_HSA=-5.39. (2) Drug 1: C1CCC(CC1)NC(=O)N(CCCl)N=O. Drug 2: C1=NNC2=C1C(=O)NC=N2. Cell line: COLO 205. Synergy scores: CSS=14.1, Synergy_ZIP=-3.17, Synergy_Bliss=5.45, Synergy_Loewe=-21.3, Synergy_HSA=1.07.